This data is from Forward reaction prediction with 1.9M reactions from USPTO patents (1976-2016). The task is: Predict the product of the given reaction. (1) Given the reactants Br[C:2]1[CH:9]=[CH:8][C:7]([CH:10]=[O:11])=[CH:6][C:3]=1[C:4]#[N:5].[C:12]([B-](F)(F)F)([CH3:14])=[CH2:13].[K+].C1(P(C2CCCCC2)C2C=CC=CC=2C2C(OC(C)C)=CC=CC=2OC(C)C)CCCCC1.[O-]P([O-])([O-])=O.[K+].[K+].[K+], predict the reaction product. The product is: [CH:10]([C:7]1[CH:8]=[CH:9][C:2]([C:12]([CH3:14])=[CH2:13])=[C:3]([CH:6]=1)[C:4]#[N:5])=[O:11]. (2) The product is: [CH3:2][C:3]1[N:5]([C@H:12]2[CH2:13][C@@:9]([CH2:17][CH3:18])([C:14]([O:16][CH3:23])=[O:15])[CH:10]=[CH:11]2)[C:6]([CH3:8])=[CH:7][CH:4]=1. Given the reactants [Li+].[CH3:2][CH:3]([N-:5][CH:6]([CH3:8])[CH3:7])[CH3:4].[CH:9]1([C:14]([O-:16])=[O:15])[CH2:13][CH2:12][CH:11]=[CH:10]1.[CH2:17](I)[CH3:18].[NH4+].[Cl-].O1CCC[CH2:23]1, predict the reaction product. (3) The product is: [OH:23][C@@:16]1([C:15]#[C:14][C:10]2[CH:9]=[C:8]([C:6]3[N:5]=[C:4]([C:24]([O:26][CH3:27])=[O:25])[CH:3]=[C:2]([N:32]4[CH:31]=[C:30]([CH3:29])[CH:34]=[N:33]4)[N:7]=3)[CH:13]=[CH:12][CH:11]=2)[CH2:20][CH2:19][N:18]([CH3:21])[C:17]1=[O:22]. Given the reactants Cl[C:2]1[N:7]=[C:6]([C:8]2[CH:13]=[CH:12][CH:11]=[C:10]([C:14]#[C:15][C@:16]3([OH:23])[CH2:20][CH2:19][N:18]([CH3:21])[C:17]3=[O:22])[CH:9]=2)[N:5]=[C:4]([C:24]([O:26][CH2:27]C)=[O:25])[CH:3]=1.[CH3:29][C:30]1[CH:31]=[N:32][NH:33][CH:34]=1, predict the reaction product.